From a dataset of Catalyst prediction with 721,799 reactions and 888 catalyst types from USPTO. Predict which catalyst facilitates the given reaction. (1) Reactant: [C:1]1([C:7]2[CH2:12][N:11]([C:13]([O:15][C:16]([CH3:19])([CH3:18])[CH3:17])=[O:14])[CH2:10][CH2:9][CH:8]=2)[CH:6]=[CH:5][CH:4]=[CH:3][CH:2]=1.[OH-:20].[Na+].OO. Product: [OH:20][C@@H:8]1[CH2:9][CH2:10][N:11]([C:13]([O:15][C:16]([CH3:19])([CH3:18])[CH3:17])=[O:14])[CH2:12][C@H:7]1[C:1]1[CH:2]=[CH:3][CH:4]=[CH:5][CH:6]=1. The catalyst class is: 249. (2) Reactant: [C:1]1(/[CH:7]=[CH:8]/B(O)O)[CH:6]=[CH:5][CH:4]=[CH:3][CH:2]=1.[O-]P([O-])([O-])=O.[K+].[K+].[K+].[Cl:20][C:21]1[N:26]=[C:25](Cl)[CH:24]=[C:23]([Cl:28])[N:22]=1.O. Product: [Cl:20][C:21]1[N:22]=[C:23]([Cl:28])[CH:24]=[C:25](/[CH:8]=[CH:7]/[C:1]2[CH:6]=[CH:5][CH:4]=[CH:3][CH:2]=2)[N:26]=1. The catalyst class is: 516. (3) Reactant: [C:1]([O:5][C:6](=[O:20])[NH:7][CH:8]1[CH2:16][C:15]2[C:10](=[CH:11][CH:12]=[C:13]([N+:17]([O-])=O)[CH:14]=2)[CH2:9]1)([CH3:4])([CH3:3])[CH3:2]. Product: [C:1]([O:5][C:6](=[O:20])[NH:7][CH:8]1[CH2:16][C:15]2[C:10](=[CH:11][CH:12]=[C:13]([NH2:17])[CH:14]=2)[CH2:9]1)([CH3:4])([CH3:2])[CH3:3]. The catalyst class is: 29. (4) Reactant: Cl.[Cl:2][CH2:3][C:4]1[N:5]=[C:6]2[N:11]=[C:10]([CH3:12])[CH:9]=[C:8]([CH3:13])[N:7]2[CH:14]=1.N12CCCN=C1CCCCC2.[C:26]1([P:32]([C:39]2[CH:44]=[CH:43][CH:42]=[CH:41][CH:40]=2)[C:33]2[CH:38]=[CH:37][CH:36]=[CH:35][CH:34]=2)[CH:31]=[CH:30][CH:29]=[CH:28][CH:27]=1. Product: [Cl-:2].[CH3:13][C:8]1[N:7]2[CH:14]=[C:4]([CH2:3][P+:32]([C:33]3[CH:34]=[CH:35][CH:36]=[CH:37][CH:38]=3)([C:39]3[CH:44]=[CH:43][CH:42]=[CH:41][CH:40]=3)[C:26]3[CH:27]=[CH:28][CH:29]=[CH:30][CH:31]=3)[N:5]=[C:6]2[N:11]=[C:10]([CH3:12])[CH:9]=1. The catalyst class is: 26. (5) Reactant: C(OC([N:8]1[CH2:13][CH2:12][CH2:11][CH:10]([N:14]2[C:19]3=[N:20][C:21]([NH:24][C:25]4[CH:30]=[CH:29][CH:28]=[CH:27][CH:26]=4)=[N:22][CH:23]=[C:18]3[CH2:17][N:16]([C:31]3[CH:36]=[CH:35][C:34]([O:37][CH3:38])=[CH:33][CH:32]=3)[C:15]2=[O:39])[CH2:9]1)=O)(C)(C)C.O. Product: [CH3:38][O:37][C:34]1[CH:33]=[CH:32][C:31]([N:16]2[CH2:17][C:18]3[C:19](=[N:20][C:21]([NH:24][C:25]4[CH:30]=[CH:29][CH:28]=[CH:27][CH:26]=4)=[N:22][CH:23]=3)[N:14]([CH:10]3[CH2:11][CH2:12][CH2:13][NH:8][CH2:9]3)[C:15]2=[O:39])=[CH:36][CH:35]=1. The catalyst class is: 330. (6) Product: [Si:24]([O:23][CH2:22][C@:19]1([CH3:21])[S:18][CH2:17][CH2:16][N:15]2[C:11]([C:8]3([C:5]4[CH:6]=[CH:7][C:2]([C:32]5[O:31][CH:35]=[CH:34][N:33]=5)=[CH:3][CH:4]=4)[CH2:10][CH2:9]3)=[N:12][N:13]=[C:14]2[CH2:20]1)([C:27]([CH3:30])([CH3:29])[CH3:28])([CH3:26])[CH3:25]. The catalyst class is: 77. Reactant: Br[C:2]1[CH:7]=[CH:6][C:5]([C:8]2([C:11]3[N:15]4[CH2:16][CH2:17][S:18][C@:19]([CH2:22][O:23][Si:24]([C:27]([CH3:30])([CH3:29])[CH3:28])([CH3:26])[CH3:25])([CH3:21])[CH2:20][C:14]4=[N:13][N:12]=3)[CH2:10][CH2:9]2)=[CH:4][CH:3]=1.[O:31]1[CH:35]=[CH:34][N:33]=[CH:32]1.CC(C)([O-])C.[Li+].[Cl-].[NH4+]. (7) Reactant: Br[C:2]1[CH:7]=[C:6]([F:8])[C:5]([Br:9])=[CH:4][C:3]=1[F:10].CN(C)[CH:13]=[O:14].[NH4+].[Cl-]. Product: [Br:9][C:5]1[C:6]([F:8])=[CH:7][C:2]([CH:13]=[O:14])=[C:3]([F:10])[CH:4]=1. The catalyst class is: 7. (8) Reactant: [O:1]1[CH2:6][CH2:5][N:4]([C:7]2[CH:15]=[CH:14][C:10]([CH2:11][CH2:12][OH:13])=[CH:9][CH:8]=2)[CH2:3][CH2:2]1.C(N(C(C)C)CC)(C)C.[CH3:25][S:26](Cl)(=[O:28])=[O:27].C(=O)([O-])O.[Na+]. Product: [S:26]([O:13][CH2:12][CH2:11][C:10]1[CH:9]=[CH:8][C:7]([N:4]2[CH2:3][CH2:2][O:1][CH2:6][CH2:5]2)=[CH:15][CH:14]=1)(=[O:28])(=[O:27])[CH3:25]. The catalyst class is: 4. (9) Reactant: [Cl:1][C:2]1[CH:3]=[C:4]([N:8]2[C:12](=[O:13])[C:11]([C:14]3[CH:19]=[CH:18][CH:17]=[CH:16][CH:15]=3)=[C:10](O)[C:9]2=[O:21])[CH:5]=[CH:6][CH:7]=1.C(Cl)(=O)C([Cl:25])=O. Product: [Cl:25][C:10]1[C:9](=[O:21])[N:8]([C:4]2[CH:5]=[CH:6][CH:7]=[C:2]([Cl:1])[CH:3]=2)[C:12](=[O:13])[C:11]=1[C:14]1[CH:19]=[CH:18][CH:17]=[CH:16][CH:15]=1. The catalyst class is: 59. (10) Reactant: [CH:1]1([N:5]2[CH2:10][CH2:9][CH:8]([O:11][C:12]3[CH:17]=[CH:16][C:15]([C:18]4[N:19]([CH3:30])[C:20](=[O:29])[C:21]5[CH:27]=[CH:26][NH:25][C:24](=[O:28])[C:22]=5[N:23]=4)=[CH:14][CH:13]=3)[CH2:7][CH2:6]2)[CH2:4][CH2:3][CH2:2]1.C(=O)([O-])[O-].[K+].[K+].S(C1C=CC(C)=CC=1)(O[CH2:41][CH2:42][F:43])(=O)=O. Product: [CH:1]1([N:5]2[CH2:6][CH2:7][CH:8]([O:11][C:12]3[CH:17]=[CH:16][C:15]([C:18]4[N:19]([CH3:30])[C:20](=[O:29])[C:21]5[CH:27]=[CH:26][N:25]([CH2:41][CH2:42][F:43])[C:24](=[O:28])[C:22]=5[N:23]=4)=[CH:14][CH:13]=3)[CH2:9][CH2:10]2)[CH2:2][CH2:3][CH2:4]1. The catalyst class is: 39.